From a dataset of Full USPTO retrosynthesis dataset with 1.9M reactions from patents (1976-2016). Predict the reactants needed to synthesize the given product. (1) The reactants are: [C:1]([C:3]1[CH:4]=[C:5]([C:22]2[N:27]=[CH:26][N:25]=[C:24]([NH:28][C:29]3[CH:34]=[CH:33][C:32]([N:35]4[CH2:40][CH2:39][N:38](C(OC(C)(C)C)=O)[CH2:37][C@@H:36]4C)=[CH:31][CH:30]=3)[N:23]=2)[CH:6]=[CH:7][C:8]=1[O:9][C@H:10]1[CH2:15][CH2:14][N:13]([C:16](=[O:20])[C@@H:17]([OH:19])[CH3:18])[CH2:12][C@H:11]1[F:21])#[N:2].FC(F)(F)C(O)=O.C(=O)(O)[O-].[Na+]. Given the product [F:21][C@H:11]1[C@@H:10]([O:9][C:8]2[CH:7]=[CH:6][C:5]([C:22]3[N:23]=[C:24]([NH:28][C:29]4[CH:30]=[CH:31][C:32]([N:35]5[CH2:36][CH2:37][NH:38][CH2:39][CH2:40]5)=[CH:33][CH:34]=4)[N:25]=[CH:26][N:27]=3)=[CH:4][C:3]=2[C:1]#[N:2])[CH2:15][CH2:14][N:13]([C:16](=[O:20])[C@@H:17]([OH:19])[CH3:18])[CH2:12]1, predict the reactants needed to synthesize it. (2) Given the product [C:18]([O:17][C:15]([NH:14][C@@H:8]([CH2:9][CH2:10][C:11]([O:13][CH2:47][CH2:46][CH2:45][O:44][N+:41]([O-:43])=[O:42])=[O:12])[C:6]([O:5][C:1]([CH3:4])([CH3:3])[CH3:2])=[O:7])=[O:16])([CH3:21])([CH3:20])[CH3:19], predict the reactants needed to synthesize it. The reactants are: [C:1]([O:5][C:6]([C@@H:8]([NH:14][C:15]([O:17][C:18]([CH3:21])([CH3:20])[CH3:19])=[O:16])[CH2:9][CH2:10][C:11]([OH:13])=[O:12])=[O:7])([CH3:4])([CH3:3])[CH3:2].Cl.CN(C)CCCN=C=NCC.C(N(CC)CC)C.[N+:41]([O:44][CH2:45][CH2:46][CH2:47]O)([O-:43])=[O:42]. (3) Given the product [CH2:1]([C:3]1[CH:4]=[CH:5][C:6]([CH:9]([C:11]2[CH:16]=[CH:15][N:14]=[CH:13][C:12]=2[OH:17])[OH:10])=[CH:7][CH:8]=1)[CH3:2], predict the reactants needed to synthesize it. The reactants are: [CH2:1]([C:3]1[CH:8]=[CH:7][C:6]([CH:9]([C:11]2[CH:16]=[CH:15][N:14]=[CH:13][C:12]=2[O:17]COCC[Si](C)(C)C)[OH:10])=[CH:5][CH:4]=1)[CH3:2].O1CCCC1.O.C1(C)C=CC(S(O)(=O)=O)=CC=1.C(=O)(O)[O-].[Na+]. (4) Given the product [NH2:17][C:16]1[N:15]=[CH:14][N:13]=[C:12]2[N:8]([C:4]3[CH:3]=[C:2]([NH:1][S:23]([C:20]4[CH:21]=[CH:22][S:18][CH:19]=4)(=[O:25])=[O:24])[CH:7]=[CH:6][CH:5]=3)[N:9]=[CH:10][C:11]=12, predict the reactants needed to synthesize it. The reactants are: [NH2:1][C:2]1[CH:3]=[C:4]([N:8]2[C:12]3=[N:13][CH:14]=[N:15][C:16]([NH2:17])=[C:11]3[CH:10]=[N:9]2)[CH:5]=[CH:6][CH:7]=1.[S:18]1[CH:22]=[CH:21][C:20]([S:23](Cl)(=[O:25])=[O:24])=[CH:19]1.C(N(C(C)C)CC)(C)C.CN(C=O)C. (5) Given the product [CH2:1]([N:4]1[C:13]2[NH:12][C:11](=[O:14])[CH:10]=[CH:9][C:8]=2[CH:7]=[CH:6][C:5]1=[O:18])[CH:2]=[CH2:3], predict the reactants needed to synthesize it. The reactants are: [CH2:1]([N:4]1[C:13]2[C:8](=[CH:9][CH:10]=[C:11]([O:14]CC=C)[N:12]=2)[CH:7]=[CH:6][C:5]1=[O:18])[CH:2]=[CH2:3].Br. (6) Given the product [CH3:27][C:18]1[C:19]2[CH2:23][O:22][C:21](=[O:24])[C:20]=2[CH:25]=[CH:26][C:17]=1[CH:15]([CH3:16])[CH2:14][N:11]1[CH2:12][CH2:13][NH:8][CH2:9][CH2:10]1, predict the reactants needed to synthesize it. The reactants are: C(OC([N:8]1[CH2:13][CH2:12][N:11]([CH2:14][CH:15]([C:17]2[CH:26]=[CH:25][C:20]3[C:21](=[O:24])[O:22][CH2:23][C:19]=3[C:18]=2[CH3:27])[CH3:16])[CH2:10][CH2:9]1)=O)(C)(C)C. (7) Given the product [C:24]1([C:17]2([C:18]3[CH:19]=[CH:20][CH:21]=[CH:22][CH:23]=3)[CH:11]3[CH2:10][NH:9][CH2:14][CH2:13][N:12]3[C:15](=[O:30])[O:16]2)[CH:29]=[CH:28][CH:27]=[CH:26][CH:25]=1, predict the reactants needed to synthesize it. The reactants are: CC1C=CC(C[N:9]2[CH2:14][CH2:13][N:12]3[C:15](=[O:30])[O:16][C:17]([C:24]4[CH:29]=[CH:28][CH:27]=[CH:26][CH:25]=4)([C:18]4[CH:23]=[CH:22][CH:21]=[CH:20][CH:19]=4)[CH:11]3[CH2:10]2)=CC=1.ClC(OC(Cl)C)=O. (8) Given the product [F:16][C:17]1[CH:24]=[CH:23][C:20](/[CH:21]=[N:15]/[NH:14][C:12](=[O:13])[CH2:11][CH2:10][C:3]2[C:4]3[C:9](=[CH:8][CH:7]=[CH:6][CH:5]=3)[NH:1][CH:2]=2)=[CH:19][CH:18]=1, predict the reactants needed to synthesize it. The reactants are: [NH:1]1[C:9]2[C:4](=[CH:5][CH:6]=[CH:7][CH:8]=2)[C:3]([CH2:10][CH2:11][C:12]([NH:14][NH2:15])=[O:13])=[CH:2]1.[F:16][C:17]1[CH:24]=[CH:23][C:20]([CH:21]=O)=[CH:19][CH:18]=1.